Dataset: Forward reaction prediction with 1.9M reactions from USPTO patents (1976-2016). Task: Predict the product of the given reaction. (1) Given the reactants [C:1]([CH:3]([CH:12]([CH3:14])[CH3:13])[C:4]([NH:6][C:7]([NH:9][CH2:10][CH3:11])=[O:8])=[O:5])#[N:2].C[Si](N[Si](C)(C)C)(C)C.C[Si](Cl)(C)C, predict the reaction product. The product is: [CH2:10]([N:9]1[C:1]([NH2:2])=[C:3]([CH:12]([CH3:13])[CH3:14])[C:4](=[O:5])[NH:6][C:7]1=[O:8])[CH3:11]. (2) The product is: [Br:20][CH2:14][C:13]1[N:9]([C:3]2[C:2]([Cl:1])=[CH:7][CH:6]=[CH:5][C:4]=2[Cl:8])[N:10]=[N:11][C:12]=1[CH:16]([CH3:18])[CH3:17]. Given the reactants [Cl:1][C:2]1[CH:7]=[CH:6][CH:5]=[C:4]([Cl:8])[C:3]=1[N:9]1[C:13]([CH2:14]O)=[C:12]([CH:16]([CH3:18])[CH3:17])[N:11]=[N:10]1.C(Br)(Br)(Br)[Br:20].C1(P(C2C=CC=CC=2)C2C=CC=CC=2)C=CC=CC=1, predict the reaction product. (3) Given the reactants [CH2:1]([O:8][C:9]([N:11]1[CH2:16][CH2:15][CH:14]([C:17]#[N:18])[CH2:13][CH2:12]1)=[O:10])[C:2]1[CH:7]=[CH:6][CH:5]=[CH:4][CH:3]=1.[N-:19]=[N+:20]=[N-:21].[Na+], predict the reaction product. The product is: [CH2:1]([O:8][C:9]([N:11]1[CH2:16][CH2:15][CH:14]([C:17]2[NH:21][N:20]=[N:19][N:18]=2)[CH2:13][CH2:12]1)=[O:10])[C:2]1[CH:3]=[CH:4][CH:5]=[CH:6][CH:7]=1. (4) Given the reactants Cl[C:2]1[CH:7]=[CH:6][C:5]([C:8](=[O:10])[CH3:9])=[CH:4][CH:3]=1.[CH2:11]=[CH:12][C:13]1[CH:18]=[CH:17][CH:16]=[CH:15][CH:14]=1.C1(C(N)C2CCCCC2)CCCCC1, predict the reaction product. The product is: [C:8]([C:5]1[CH:6]=[CH:7][C:2](/[CH:11]=[CH:12]/[C:13]2[CH:18]=[CH:17][CH:16]=[CH:15][CH:14]=2)=[CH:3][CH:4]=1)(=[O:10])[CH3:9]. (5) Given the reactants C[N:2](C)[CH:3]([C:6]1[CH:11]=[CH:10][CH:9]=[CH:8][CH:7]=1)CN.C(N(CC)CC)C.FC(F)(F)C1C=C(C=CC=1)C(Cl)=[O:26], predict the reaction product. The product is: [C:3]([NH2:2])(=[O:26])[C:6]1[CH:11]=[CH:10][CH:9]=[CH:8][CH:7]=1. (6) Given the reactants C(=O)([O-])[O-].[K+].[K+].C1(N2CCC3C(=CC(O)=CC=3)C2=O)CCCC1.BrC[C:26]1[CH:27]=[C:28]([B:32]([OH:34])[OH:33])[CH:29]=[CH:30][CH:31]=1, predict the reaction product. The product is: [C:28]1([B:32]([OH:34])[OH:33])[CH:29]=[CH:30][CH:31]=[CH:26][CH:27]=1.